Dataset: Catalyst prediction with 721,799 reactions and 888 catalyst types from USPTO. Task: Predict which catalyst facilitates the given reaction. (1) Reactant: [CH3:1][C:2]1[N:3]=[CH:4][O:5][C:6]=1[C:7]1[CH:12]=[CH:11][C:10]([C:13]([F:16])([F:15])[F:14])=[CH:9][N:8]=1.[Li+].C[Si]([N-][Si](C)(C)C)(C)C.[Cl:27]C(Cl)(Cl)C(Cl)(Cl)Cl. Product: [Cl:27][C:4]1[O:5][C:6]([C:7]2[CH:12]=[CH:11][C:10]([C:13]([F:16])([F:14])[F:15])=[CH:9][N:8]=2)=[C:2]([CH3:1])[N:3]=1. The catalyst class is: 1. (2) Reactant: [C:1]([CH:3]([C:11]1[C:16]([F:17])=[CH:15][CH:14]=[CH:13][N:12]=1)C(OC(C)(C)C)=O)#[N:2].CC1C=CC(S(O)(=O)=O)=CC=1.C(Cl)Cl. Product: [F:17][C:16]1[C:11]([CH2:3][C:1]#[N:2])=[N:12][CH:13]=[CH:14][CH:15]=1. The catalyst class is: 11. (3) Reactant: [OH:1][C:2]1[CH:3]=[C:4]([C:10]2=[CH:11][CH:12]([OH:27])[CH2:13][CH2:14][C:15]3[C:20]([O:21][CH3:22])=[C:19]([O:23][CH3:24])[C:18]([O:25][CH3:26])=[CH:17][C:16]2=3)[CH:5]=[CH:6][C:7]=1[O:8][CH3:9].[Cr](O[Cr]([O-])(=O)=O)([O-])(=O)=O.[NH+]1C=CC=CC=1.[NH+]1C=CC=CC=1. Product: [OH:1][C:2]1[CH:3]=[C:4]([C:10]2=[CH:11][C:12](=[O:27])[CH2:13][CH2:14][C:15]3[C:20]([O:21][CH3:22])=[C:19]([O:23][CH3:24])[C:18]([O:25][CH3:26])=[CH:17][C:16]2=3)[CH:5]=[CH:6][C:7]=1[O:8][CH3:9]. The catalyst class is: 3. (4) Reactant: [Si]([O:8][CH2:9][CH2:10][N:11]1[C:20]2[C:15](=[N:16][CH:17]=[CH:18][CH:19]=2)[CH2:14][CH:13]([NH:21][C:22]([C:24]2[NH:33][C:27]3=[CH:28][N:29]=[C:30]([Cl:32])[CH:31]=[C:26]3[CH:25]=2)=[O:23])[C:12]1=[O:34])(C(C)(C)C)(C)C.[F-].C([N+](CCCC)(CCCC)CCCC)CCC. Product: [OH:8][CH2:9][CH2:10][N:11]1[C:20]2[C:15](=[N:16][CH:17]=[CH:18][CH:19]=2)[CH2:14][CH:13]([NH:21][C:22]([C:24]2[NH:33][C:27]3=[CH:28][N:29]=[C:30]([Cl:32])[CH:31]=[C:26]3[CH:25]=2)=[O:23])[C:12]1=[O:34]. The catalyst class is: 1. (5) Reactant: [C:1]([C:3]1[CH:4]=[C:5]([CH:22]([CH3:24])[CH3:23])[C:6]2[O:10][C:9]([C:11]3[CH:20]=[CH:19][C:14]([C:15]([O:17]C)=[O:16])=[CH:13][CH:12]=3)=[N:8][C:7]=2[CH:21]=1)#[N:2].O1CCCC1.CO.O.[OH-].[Li+]. Product: [C:1]([C:3]1[CH:4]=[C:5]([CH:22]([CH3:24])[CH3:23])[C:6]2[O:10][C:9]([C:11]3[CH:12]=[CH:13][C:14]([C:15]([OH:17])=[O:16])=[CH:19][CH:20]=3)=[N:8][C:7]=2[CH:21]=1)#[N:2]. The catalyst class is: 6.